From a dataset of Forward reaction prediction with 1.9M reactions from USPTO patents (1976-2016). Predict the product of the given reaction. (1) Given the reactants [OH:1][C:2]1[CH:14]=[CH:13][C:5]2[N:6]=[C:7]([C:9]([O:11]C)=[O:10])[S:8][C:4]=2[CH:3]=1.[OH-].[Na+].Cl, predict the reaction product. The product is: [OH:1][C:2]1[CH:14]=[CH:13][C:5]2[N:6]=[C:7]([C:9]([OH:11])=[O:10])[S:8][C:4]=2[CH:3]=1. (2) Given the reactants [H-].[Na+].[CH3:3][C:4]1([OH:8])[CH2:7][O:6][CH2:5]1.[C:9](=[O:24])([O:17][C:18]1[CH:23]=[CH:22][CH:21]=[CH:20][N:19]=1)[O:10][C:11]1[CH:16]=[CH:15][CH:14]=[CH:13][N:12]=1, predict the reaction product. The product is: [C:9](=[O:17])([O:10][C:11]1[CH:16]=[CH:15][CH:14]=[CH:13][N:12]=1)[O:8][C:4]1([CH3:3])[CH2:7][O:6][CH2:5]1.[C:9](=[O:24])([O-:10])[O:17][C:18]1[C:23]([C:4]2([CH3:3])[CH2:7][O:6][CH2:5]2)=[CH:22][CH:21]=[CH:20][N:19]=1. (3) Given the reactants [CH3:1][S:2]([NH:5][C:6]1[CH:7]=[C:8]([C:12]2[CH:13]=[C:14]3[C:20]([C:21]4[CH:22]=[N:23][N:24]([CH2:26][C:27]5[CH:32]=[CH:31][CH:30]=[C:29]([N+:33]([O-:35])=[O:34])[CH:28]=5)[CH:25]=4)=[CH:19][N:18](C(OC(C)(C)C)=O)[C:15]3=[N:16][CH:17]=2)[CH:9]=[CH:10][CH:11]=1)(=[O:4])=[O:3].O1CCOCC1.Cl.C(OCC)(=O)C.C(=O)(O)[O-].[Na+], predict the reaction product. The product is: [N+:33]([C:29]1[CH:28]=[C:27]([CH:32]=[CH:31][CH:30]=1)[CH2:26][N:24]1[CH:25]=[C:21]([C:20]2[C:14]3[C:15](=[N:16][CH:17]=[C:12]([C:8]4[CH:7]=[C:6]([NH:5][S:2]([CH3:1])(=[O:4])=[O:3])[CH:11]=[CH:10][CH:9]=4)[CH:13]=3)[NH:18][CH:19]=2)[CH:22]=[N:23]1)([O-:35])=[O:34]. (4) Given the reactants [N+:1]([C:4]1[CH:30]=[CH:29][C:7]([CH2:8][NH:9][C:10]2[O:11][C:12]([C:15]3[CH:24]=[CH:23][C:22]4[C:21]([CH3:26])([CH3:25])[CH2:20][CH2:19][C:18]([CH3:28])([CH3:27])[C:17]=4[CH:16]=3)=[N:13][N:14]=2)=[CH:6][CH:5]=1)([O-])=O, predict the reaction product. The product is: [NH2:1][C:4]1[CH:30]=[CH:29][C:7]([CH2:8][NH:9][C:10]2[O:11][C:12]([C:15]3[CH:24]=[CH:23][C:22]4[C:21]([CH3:26])([CH3:25])[CH2:20][CH2:19][C:18]([CH3:28])([CH3:27])[C:17]=4[CH:16]=3)=[N:13][N:14]=2)=[CH:6][CH:5]=1. (5) Given the reactants C(O)C.[CH2:4]([CH:7]1[CH2:11][CH2:10][CH:9]([CH:12]2[CH2:17][CH2:16][CH:15]([CH:18]=[O:19])[CH2:14][CH2:13]2)[CH2:8]1)[CH2:5][CH3:6].[BH4-].[Na+], predict the reaction product. The product is: [CH2:4]([CH:7]1[CH2:11][CH2:10][CH:9]([CH:12]2[CH2:17][CH2:16][CH:15]([CH2:18][OH:19])[CH2:14][CH2:13]2)[CH2:8]1)[CH2:5][CH3:6]. (6) Given the reactants [OH-].[Na+].[Br:3][C:4]1[S:8][C:7]([C:9](OC)=[O:10])=[C:6]([NH:13][CH3:14])[C:5]=1[CH3:15].Cl.[Cl-].[NH4+].C([N:21](CC)CC)C.ON1C2C=CC=CC=2N=N1.Cl.C(N=C=NCCCN(C)C)C.C([O-])(O)=O.[Na+], predict the reaction product. The product is: [Br:3][C:4]1[S:8][C:7]([C:9]([NH2:21])=[O:10])=[C:6]([NH:13][CH3:14])[C:5]=1[CH3:15]. (7) Given the reactants [Cl:1][C:2]1[S:3][C:4]([Cl:14])=[C:5]2[S:10](=[O:12])(=[O:11])[N:9]=[CH:8][N:7]([CH3:13])[C:6]=12.[BH4-].[Na+], predict the reaction product. The product is: [Cl:1][C:2]1[S:3][C:4]([Cl:14])=[C:5]2[S:10](=[O:12])(=[O:11])[NH:9][CH2:8][N:7]([CH3:13])[C:6]=12.